Dataset: TCR-epitope binding with 47,182 pairs between 192 epitopes and 23,139 TCRs. Task: Binary Classification. Given a T-cell receptor sequence (or CDR3 region) and an epitope sequence, predict whether binding occurs between them. The epitope is FLASKIGRLV. The TCR CDR3 sequence is CASSQALPGQGAYGGQYF. Result: 0 (the TCR does not bind to the epitope).